This data is from Full USPTO retrosynthesis dataset with 1.9M reactions from patents (1976-2016). The task is: Predict the reactants needed to synthesize the given product. (1) The reactants are: [Cl:1][C:2]1[CH:3]=[CH:4][C:5]([N+:21]([O-])=O)=[C:6]([CH:20]=1)[O:7][C:8]1[CH:13]=[CH:12][CH:11]=[CH:10][C:9]=1[C:14]1[CH:19]=[CH:18][CH:17]=[CH:16][CH:15]=1.[Cl-].[NH4+].C(O)C. Given the product [C:9]1([C:14]2[CH:15]=[CH:16][CH:17]=[CH:18][CH:19]=2)[CH:10]=[CH:11][CH:12]=[CH:13][C:8]=1[O:7][C:6]1[CH:20]=[C:2]([Cl:1])[CH:3]=[CH:4][C:5]=1[NH2:21], predict the reactants needed to synthesize it. (2) Given the product [Cl:19][C:20]1[CH:21]=[C:22]([NH:33][C:10](=[O:12])[C:9]#[C:8][C:7]2[CH:6]=[CH:5][C:4]([C:13]3[CH:18]=[CH:17][CH:16]=[CH:15][CH:14]=3)=[CH:3][C:2]=2[Br:1])[CH:23]=[CH:24][C:25]=1[CH2:26][CH2:27][N:28]1[CH2:29][CH2:30][CH2:31][CH2:32]1, predict the reactants needed to synthesize it. The reactants are: [Br:1][C:2]1[CH:3]=[C:4]([C:13]2[CH:18]=[CH:17][CH:16]=[CH:15][CH:14]=2)[CH:5]=[CH:6][C:7]=1[C:8]#[C:9][C:10]([OH:12])=O.[Cl:19][C:20]1[CH:21]=[C:22]([NH2:33])[CH:23]=[CH:24][C:25]=1[CH2:26][CH2:27][N:28]1[CH2:32][CH2:31][CH2:30][CH2:29]1.